Predict the product of the given reaction. From a dataset of Forward reaction prediction with 1.9M reactions from USPTO patents (1976-2016). (1) Given the reactants [CH3:1][N:2]([CH3:12])[C:3]1[CH:4]=[N:5][C:6]([N+:9]([O-])=O)=[CH:7][CH:8]=1.[H][H], predict the reaction product. The product is: [CH3:1][N:2]([CH3:12])[C:3]1[CH:8]=[CH:7][C:6]([NH2:9])=[N:5][CH:4]=1. (2) Given the reactants [NH2:1][C:2]1[CH:7]=[CH:6][C:5]([OH:8])=[CH:4][CH:3]=1.Cl[C:10]1[CH:15]=[CH:14][N:13]=[C:12]([CH3:16])[CH:11]=1.CC(C)([O-])C.[K+].O, predict the reaction product. The product is: [CH3:16][C:12]1[CH:11]=[C:10]([O:8][C:5]2[CH:6]=[CH:7][C:2]([NH2:1])=[CH:3][CH:4]=2)[CH:15]=[CH:14][N:13]=1.